This data is from Catalyst prediction with 721,799 reactions and 888 catalyst types from USPTO. The task is: Predict which catalyst facilitates the given reaction. (1) Reactant: [N:1]1[CH:6]=[CH:5][CH:4]=[C:3](OS(C2C=CC(C)=CC=2)(=O)=O)[CH:2]=1.[CH2:18]([C:23]1[CH:28]=[CH:27][CH:26]=[CH:25][CH:24]=1)[CH2:19][CH2:20][C:21]#[CH:22]. Product: [C:23]1([CH2:18][CH2:19][CH2:20][C:21]#[C:22][C:3]2[CH:2]=[N:1][CH:6]=[CH:5][CH:4]=2)[CH:24]=[CH:25][CH:26]=[CH:27][CH:28]=1. The catalyst class is: 243. (2) The catalyst class is: 2. Reactant: N(C(OCC)=O)=NC(OCC)=O.Cl.[F:14][C:15]1[CH:34]=[C:33]([CH3:35])[C:32]([O:36][C:37]([O:39][CH3:40])=[O:38])=[CH:31][C:16]=1[NH:17][C:18]1[C:27]2[C:22](=[CH:23][C:24]([OH:30])=[C:25]([O:28][CH3:29])[CH:26]=2)[N:21]=[CH:20][N:19]=1.C1(P(C2C=CC=CC=2)C2C=CC=CC=2)C=CC=CC=1.[N:60]1([CH2:65][CH2:66]O)[CH:64]=[CH:63][N:62]=[CH:61]1.C(O)(=O)C. Product: [F:14][C:15]1[CH:34]=[C:33]([CH3:35])[C:32]([O:36][C:37]([O:39][CH3:40])=[O:38])=[CH:31][C:16]=1[NH:17][C:18]1[C:27]2[C:22](=[CH:23][C:24]([O:30][CH2:66][CH2:65][N:60]3[CH:64]=[CH:63][N:62]=[CH:61]3)=[C:25]([O:28][CH3:29])[CH:26]=2)[N:21]=[CH:20][N:19]=1. (3) Reactant: Br[CH2:2][C@H:3]1[CH2:12][CH2:11][C:10]2[C:5](=[CH:6][CH:7]=[CH:8][CH:9]=2)[O:4]1.[N-:13]=[N+:14]=[N-:15].[Na+]. Product: [N:13]([CH2:2][C@H:3]1[CH2:12][CH2:11][C:10]2[C:5](=[CH:6][CH:7]=[CH:8][CH:9]=2)[O:4]1)=[N+:14]=[N-:15]. The catalyst class is: 3. (4) Reactant: [C:1]1([CH3:11])[CH:6]=[CH:5]C(S(O)(=O)=O)=CC=1.[NH2:12][CH:13]([C:16]#[N:17])[C:14]#[N:15].C(N(CC)CC)C.C(OC)(OC)(OC)CCC.[NH2:35][CH2:36][CH2:37][O:38][CH2:39][CH2:40][NH:41][C:42](=[O:48])[O:43][C:44]([CH3:47])([CH3:46])[CH3:45]. Product: [NH2:15][C:14]1[N:35]([CH2:36][CH2:37][O:38][CH2:39][CH2:40][NH:41][C:42](=[O:48])[O:43][C:44]([CH3:46])([CH3:45])[CH3:47])[C:5]([CH2:6][CH2:1][CH3:11])=[N:12][C:13]=1[C:16]#[N:17]. The catalyst class is: 1.